Dataset: TCR-epitope binding with 47,182 pairs between 192 epitopes and 23,139 TCRs. Task: Binary Classification. Given a T-cell receptor sequence (or CDR3 region) and an epitope sequence, predict whether binding occurs between them. The epitope is PROT_97E67BCC. The TCR CDR3 sequence is CASSVMASRGNEQFF. Result: 1 (the TCR binds to the epitope).